This data is from Catalyst prediction with 721,799 reactions and 888 catalyst types from USPTO. The task is: Predict which catalyst facilitates the given reaction. (1) Reactant: [Cl:1][C:2]1[CH:8]=[C:7]([N+:9]([O-:11])=[O:10])[C:5]([NH2:6])=[C:4]([O:12][CH3:13])[CH:3]=1.[H-].[Na+].CI.[C:18]([O-])(O)=O.[Na+]. Product: [Cl:1][C:2]1[CH:8]=[C:7]([N+:9]([O-:11])=[O:10])[C:5]([NH:6][CH3:18])=[C:4]([O:12][CH3:13])[CH:3]=1. The catalyst class is: 163. (2) Reactant: [C:1]([O:9][CH2:10][CH:11](CO)[OH:12])(=[O:8])[C:2]1[CH:7]=[CH:6][CH:5]=[CH:4][CH:3]=1.[O-]S([O-])(=O)=O.[Mg+2]. Product: [C:1]([O:9][CH2:10][CH:11]=[O:12])(=[O:8])[C:2]1[CH:7]=[CH:6][CH:5]=[CH:4][CH:3]=1. The catalyst class is: 34. (3) Reactant: Cl.[Br:2][C:3]1[CH:4]=[N:5][CH:6]=[C:7]([CH2:9]Cl)[CH:8]=1.[NH2:11][CH2:12][CH2:13][OH:14].C(=O)([O-])[O-].[K+].[K+].O. Product: [NH3:5].[Br:2][C:3]1[CH:8]=[C:7]([CH2:9][NH:11][CH2:12][CH2:13][OH:14])[CH:6]=[N:5][CH:4]=1. The catalyst class is: 382. (4) Reactant: [C:1]([C:3]1[CH:4]=[CH:5][C:6]([N:9]2[CH2:14][CH2:13][N:12]([C:15](=[O:31])[C:16]3[CH:21]=[CH:20][CH:19]=[C:18]([C:22]4[N:26]=[C:25]([C:27]([F:30])([F:29])[F:28])[O:24][N:23]=4)[CH:17]=3)[CH:11]([C:32]([O:34]C)=[O:33])[CH2:10]2)=[N:7][CH:8]=1)#[N:2].[OH-].[Na+]. Product: [C:1]([C:3]1[CH:4]=[CH:5][C:6]([N:9]2[CH2:14][CH2:13][N:12]([C:15](=[O:31])[C:16]3[CH:21]=[CH:20][CH:19]=[C:18]([C:22]4[N:26]=[C:25]([C:27]([F:29])([F:28])[F:30])[O:24][N:23]=4)[CH:17]=3)[CH:11]([C:32]([OH:34])=[O:33])[CH2:10]2)=[N:7][CH:8]=1)#[N:2]. The catalyst class is: 5. (5) Reactant: C([O:3][C:4](=[O:30])[CH2:5][C:6]1[CH:11]=[CH:10][C:9]([NH:12][C:13]2[C:22]3[CH2:21][CH2:20][CH2:19][CH2:18][C:17]=3[N:16]=[C:15]([C:23]3[CH:28]=[CH:27][CH:26]=[C:25]([Cl:29])[CH:24]=3)[N:14]=2)=[CH:8][CH:7]=1)C.[OH-].[Li+]. Product: [Cl:29][C:25]1[CH:24]=[C:23]([C:15]2[N:14]=[C:13]([NH:12][C:9]3[CH:8]=[CH:7][C:6]([CH2:5][C:4]([OH:30])=[O:3])=[CH:11][CH:10]=3)[C:22]3[CH2:21][CH2:20][CH2:19][CH2:18][C:17]=3[N:16]=2)[CH:28]=[CH:27][CH:26]=1. The catalyst class is: 20. (6) Product: [Cl:31][C:32]1[C:33]([F:46])=[C:34]([N:38]2[CH:42]=[C:41]([C:23]([N:13]3[CH2:12][CH2:11][C:10]4[C:15](=[CH:16][CH:17]=[CH:18][C:9]=4[N:6]4[CH2:7][CH2:8][CH:3]([O:2][CH3:1])[CH2:4][CH2:5]4)[CH:14]3[C:19]([O:21][CH3:22])=[O:20])=[O:25])[N:40]=[N:39]2)[CH:35]=[CH:36][CH:37]=1. Reactant: [CH3:1][O:2][CH:3]1[CH2:8][CH2:7][N:6]([C:9]2[CH:18]=[CH:17][CH:16]=[C:15]3[C:10]=2[CH2:11][CH2:12][N:13]([C:23]([O:25]C(C)(C)C)=O)[CH:14]3[C:19]([O:21][CH3:22])=[O:20])[CH2:5][CH2:4]1.Cl.[Cl:31][C:32]1[C:33]([F:46])=[C:34]([N:38]2[CH:42]=[C:41](C(O)=O)[N:40]=[N:39]2)[CH:35]=[CH:36][CH:37]=1.C(P1(=O)OP(CCC)(=O)OP(CCC)(=O)O1)CC.N1C=CC=CC=1. The catalyst class is: 887. (7) The catalyst class is: 9. Reactant: Br[CH2:2][CH2:3][O:4][Si:5]([C:8]([CH3:11])([CH3:10])[CH3:9])([CH3:7])[CH3:6].[CH2:12]([O:14][C:15](=[O:24])[CH2:16][C:17]1[CH:22]=[CH:21][C:20]([Br:23])=[CH:19][CH:18]=1)[CH3:13].CC(C)([O-])C.[K+]. Product: [CH2:12]([O:14][C:15](=[O:24])[CH:16]([C:17]1[CH:22]=[CH:21][C:20]([Br:23])=[CH:19][CH:18]=1)[CH2:2][CH2:3][O:4][Si:5]([C:8]([CH3:11])([CH3:10])[CH3:9])([CH3:7])[CH3:6])[CH3:13].